From a dataset of Full USPTO retrosynthesis dataset with 1.9M reactions from patents (1976-2016). Predict the reactants needed to synthesize the given product. The reactants are: [CH3:1][NH:2][S:3]([C:6]1[CH:11]=[CH:10][C:9]([CH3:12])=[CH:8][CH:7]=1)(=[O:5])=[O:4].[H-].[Na+].Cl[C:16]1[N:21]=[C:20]([C:22]2[CH:34]=[CH:33][C:25]3[N:26]=[C:27]([NH:29][C:30](=[O:32])[CH3:31])[S:28][C:24]=3[CH:23]=2)[CH:19]=[CH:18][N:17]=1.CC1(C)C2C(=C(P(C3C=CC=CC=3)C3C=CC=CC=3)C=CC=2)OC2C(P(C3C=CC=CC=3)C3C=CC=CC=3)=CC=CC1=2. Given the product [CH3:1][N:2]([C:16]1[N:21]=[C:20]([C:22]2[CH:34]=[CH:33][C:25]3[N:26]=[C:27]([NH:29][C:30](=[O:32])[CH3:31])[S:28][C:24]=3[CH:23]=2)[CH:19]=[CH:18][N:17]=1)[S:3]([C:6]1[CH:11]=[CH:10][C:9]([CH3:12])=[CH:8][CH:7]=1)(=[O:4])=[O:5], predict the reactants needed to synthesize it.